From a dataset of Catalyst prediction with 721,799 reactions and 888 catalyst types from USPTO. Predict which catalyst facilitates the given reaction. Reactant: COC(=O)[NH:4][CH:5]1[CH2:10][CH2:9][CH2:8][CH:7]([N:11]2[C:20]3[CH:19]=[CH:18][CH:17]=[C:16]([Cl:21])[C:15]=3[C:14]3=[N:22][O:23][C:24]([CH3:25])=[C:13]3[C:12]2=[O:26])[CH2:6]1.C[Si]([I:32])(C)C.CO. Product: [IH:32].[NH2:4][CH:5]1[CH2:10][CH2:9][CH2:8][CH:7]([N:11]2[C:20]3[CH:19]=[CH:18][CH:17]=[C:16]([Cl:21])[C:15]=3[C:14]3=[N:22][O:23][C:24]([CH3:25])=[C:13]3[C:12]2=[O:26])[CH2:6]1. The catalyst class is: 4.